From a dataset of Forward reaction prediction with 1.9M reactions from USPTO patents (1976-2016). Predict the product of the given reaction. (1) Given the reactants CS(C)=O.C(Cl)(=O)C(Cl)=O.[C:11]([O:15][C:16]([N:18]1[CH2:23][CH2:22][CH2:21][CH:20]([CH2:24][OH:25])[CH2:19]1)=[O:17])([CH3:14])([CH3:13])[CH3:12].C(N(CC)CC)C, predict the reaction product. The product is: [C:11]([O:15][C:16]([N:18]1[CH2:23][CH2:22][CH2:21][CH:20]([CH:24]=[O:25])[CH2:19]1)=[O:17])([CH3:14])([CH3:13])[CH3:12]. (2) Given the reactants [CH2:1]([NH:8][C:9]([CH:11]1[CH2:23][N:21]2[C:22]3[CH:14]([CH:15]([NH:24][C:25](=[O:38])[CH:26]([CH2:34][CH:35]([CH3:37])[CH3:36])[CH:27]([CH2:31][CH2:32][CH3:33])[C:28]([NH2:30])=[O:29])[CH2:16][CH2:17][C:18]=3[CH:19]=[CH:20]2)[C:13](=[O:39])[CH2:12]1)=[O:10])[C:2]1[CH:7]=[CH:6][CH:5]=[CH:4][CH:3]=1.[CH3:40][O:41]C1C=CC(CN)=CC=1, predict the reaction product. The product is: [CH2:34]([CH:26]([CH:27]([CH2:31][CH2:32][CH3:33])[C:28]([NH2:30])=[O:29])[C:25]([NH:24][CH:15]1[CH:14]2[C:13](=[O:39])[CH2:12][CH:11]([C:9](=[O:10])[NH:8][CH2:1][C:2]3[CH:3]=[CH:4][C:5]([O:41][CH3:40])=[CH:6][CH:7]=3)[CH2:23][N:21]3[C:22]2=[C:18]([CH:19]=[CH:20]3)[CH2:17][CH2:16]1)=[O:38])[CH:35]([CH3:36])[CH3:37]. (3) Given the reactants [CH3:1][O:2][C:3]1[CH:4]=[C:5]([C:11]2[O:12][C:13]3[C:18]([C:19](=[O:23])[C:20]=2[O:21][CH3:22])=[C:17]([OH:24])[CH:16]=[C:15]([O:25][CH3:26])[CH:14]=3)[CH:6]=[CH:7][C:8]=1[O:9][CH3:10].C(=O)([O-])[O-].[Ca+2].[I:32](Cl)(=O)=O.C([N+](C)(C)C)C1C=CC=CC=1, predict the reaction product. The product is: [CH3:1][O:2][C:3]1[CH:4]=[C:5]([C:11]2[O:12][C:13]3[C:18]([C:19](=[O:23])[C:20]=2[O:21][CH3:22])=[C:17]([OH:24])[C:16]([I:32])=[C:15]([O:25][CH3:26])[CH:14]=3)[CH:6]=[CH:7][C:8]=1[O:9][CH3:10]. (4) Given the reactants [Cl:1][C:2]1[CH:21]=[CH:20][C:19]([Cl:22])=[CH:18][C:3]=1[CH2:4][S:5]([C:8]1[CH:9]=[C:10]2[C:14](=[CH:15][CH:16]=1)[NH:13][C:12](=[O:17])[CH2:11]2)(=[O:7])=[O:6].[CH:23]([C:25]1[NH:29][C:28]([CH3:30])=[C:27]([C:31]([OH:33])=[O:32])[C:26]=1[CH3:34])=O, predict the reaction product. The product is: [Cl:1][C:2]1[CH:21]=[CH:20][C:19]([Cl:22])=[CH:18][C:3]=1[CH2:4][S:5]([C:8]1[CH:9]=[C:10]2[C:14](=[CH:15][CH:16]=1)[NH:13][C:12](=[O:17])/[C:11]/2=[CH:23]\[C:25]1[NH:29][C:28]([CH3:30])=[C:27]([C:31]([OH:33])=[O:32])[C:26]=1[CH3:34])(=[O:6])=[O:7].